Dataset: Forward reaction prediction with 1.9M reactions from USPTO patents (1976-2016). Task: Predict the product of the given reaction. (1) The product is: [Cl:1][C:2]1[C:11]2[C:6](=[CH:7][CH:8]=[C:9]([O:12][CH2:14][CH:15]3[CH2:19][CH2:18][N:17]([C:20]([O:22][C:23]([CH3:24])([CH3:26])[CH3:25])=[O:21])[CH2:16]3)[CH:10]=2)[N:5]=[CH:4][N:3]=1. Given the reactants [Cl:1][C:2]1[C:11]2[C:6](=[CH:7][CH:8]=[C:9]([OH:12])[CH:10]=2)[N:5]=[CH:4][N:3]=1.O[CH2:14][CH:15]1[CH2:19][CH2:18][N:17]([C:20]([O:22][C:23]([CH3:26])([CH3:25])[CH3:24])=[O:21])[CH2:16]1, predict the reaction product. (2) Given the reactants [C:1]([O:5][CH2:6][CH2:7]CC)(=[O:4])[CH:2]=[CH2:3].[C:10](#[N:13])C=C.C(O)(=[O:17])C=C, predict the reaction product. The product is: [C:1]([OH:5])(=[O:4])[CH:2]=[CH2:3].[NH2:13][C:1]([O:5][CH2:6][CH3:7])=[O:4].[N-:13]=[C:10]=[O:17]. (3) Given the reactants [CH3:1][O:2][C:3](=[O:21])[CH:4]=[C:5]1[CH2:10][CH2:9][N:8]([C:11]([O:13][CH2:14][C:15]2[CH:20]=[CH:19][CH:18]=[CH:17][CH:16]=2)=[O:12])[CH2:7][CH2:6]1.N12CCCN=C1CCCCC2, predict the reaction product. The product is: [CH3:1][O:2][C:3](=[O:21])[CH2:4][C:5]1[CH2:10][CH2:9][N:8]([C:11]([O:13][CH2:14][C:15]2[CH:20]=[CH:19][CH:18]=[CH:17][CH:16]=2)=[O:12])[CH2:7][CH:6]=1.